From a dataset of Reaction yield outcomes from USPTO patents with 853,638 reactions. Predict the reaction yield, written as a fraction of the theoretical maximum amount of product (1.0 means a 100% yield; for example, 0.34 means a 34% yield). (1) The reactants are Br[C:2]1[CH:3]=[C:4]([NH:22][CH2:23][C:24]2[CH:25]=[N:26][CH:27]=[CH:28][CH:29]=2)[CH:5]=[C:6]2[C:11]=1[N:10]=[CH:9][C:8]([C:12]#[N:13])=[C:7]2[NH:14][C:15]1[CH:20]=[CH:19][CH:18]=[C:17]([Cl:21])[CH:16]=1.[C:30]([NH2:35])(=[O:34])[CH:31]([CH3:33])[CH3:32].[O-]P([O-])([O-])=O.[K+].[K+].[K+].CNCCNC. The catalyst is O1CCOCC1. The product is [Cl:21][C:17]1[CH:16]=[C:15]([NH:14][C:7]2[C:6]3[C:11](=[C:2]([NH:35][C:30](=[O:34])[CH:31]([CH3:33])[CH3:32])[CH:3]=[C:4]([NH:22][CH2:23][C:24]4[CH:25]=[N:26][CH:27]=[CH:28][CH:29]=4)[CH:5]=3)[N:10]=[CH:9][C:8]=2[C:12]#[N:13])[CH:20]=[CH:19][CH:18]=1. The yield is 0.0560. (2) The reactants are [CH3:1][C:2]([CH3:22])([CH3:21])[C:3]#[C:4][C:5]1[CH:10]=[C:9]([N+:11]([O-:13])=[O:12])[C:8](F)=[CH:7][C:6]=1[NH:15]C(=O)CCC.[CH3:23][C:24]([O-:27])([CH3:26])[CH3:25].[K+].O. The catalyst is CN(C=O)C. The product is [C:24]([O:27][C:8]1[CH:7]=[C:6]2[C:5]([CH:4]=[C:3]([C:2]([CH3:1])([CH3:21])[CH3:22])[NH:15]2)=[CH:10][C:9]=1[N+:11]([O-:13])=[O:12])([CH3:26])([CH3:25])[CH3:23]. The yield is 0.210.